Predict the reaction yield, written as a fraction of the theoretical maximum amount of product (1.0 means a 100% yield; for example, 0.34 means a 34% yield). From a dataset of Reaction yield outcomes from USPTO patents with 853,638 reactions. (1) The reactants are [ClH:1].O1CCOCC1.[C:8]1([NH:14][C:15]([N:17]2[CH2:22][CH2:21][N:20](C(OC(C)(C)C)=O)[CH2:19][CH:18]2[CH2:30][O:31][C:32]2[CH:33]=[N:34][CH:35]=[CH:36][CH:37]=2)=[O:16])[CH:13]=[CH:12][CH:11]=[CH:10][CH:9]=1. No catalyst specified. The product is [ClH:1].[ClH:1].[C:8]1([NH:14][C:15]([N:17]2[CH2:22][CH2:21][NH:20][CH2:19][CH:18]2[CH2:30][O:31][C:32]2[CH:33]=[N:34][CH:35]=[CH:36][CH:37]=2)=[O:16])[CH:9]=[CH:10][CH:11]=[CH:12][CH:13]=1. The yield is 0.980. (2) The reactants are [O:1]1[CH:5]=[CH:4][CH:3]=[C:2]1[C:6](Cl)=[O:7].[CH2:9]([N:16]1[C:25]2[C:20](=[CH:21][C:22]([CH3:26])=[CH:23][CH:24]=2)[C:19]([N:27]2[CH2:32][CH2:31][NH:30][CH2:29][CH2:28]2)=[C:18]([C:33]#[N:34])[C:17]1=[O:35])[C:10]1[CH:15]=[CH:14][CH:13]=[CH:12][CH:11]=1. The catalyst is N1C=CC=CC=1. The product is [CH2:9]([N:16]1[C:25]2[C:20](=[CH:21][C:22]([CH3:26])=[CH:23][CH:24]=2)[C:19]([N:27]2[CH2:32][CH2:31][N:30]([C:6]([C:2]3[O:1][CH:5]=[CH:4][CH:3]=3)=[O:7])[CH2:29][CH2:28]2)=[C:18]([C:33]#[N:34])[C:17]1=[O:35])[C:10]1[CH:11]=[CH:12][CH:13]=[CH:14][CH:15]=1. The yield is 0.900. (3) The reactants are [CH3:1][C:2]1[CH2:7][CH2:6][CH:5]([CH2:8][OH:9])[CH2:4][CH:3]=1.C(OO)(=[O:12])C.C(OCC)(=O)C. No catalyst specified. The product is [CH3:1][C:2]12[O:12][CH:7]1[CH2:6][CH:5]([CH2:8][OH:9])[CH2:4][CH2:3]2. The yield is 0.950. (4) The reactants are [C:1]1([NH:7][CH2:8][C:9]2[C:18]([NH2:19])=[C:17]3[C:12]([CH:13]=[CH:14][CH:15]=[N:16]3)=[CH:11][CH:10]=2)[CH:6]=[CH:5][CH:4]=[CH:3][CH:2]=1.N1([S:25](N2C=C[N+](C)=C2)(=[O:27])=[O:26])C=CN=C1.FC(F)(F)S([O-])(=O)=O. The catalyst is CC#N. The product is [C:1]1([N:7]2[S:25](=[O:27])(=[O:26])[NH:19][C:18]3[C:17]4[C:12](=[CH:13][CH:14]=[CH:15][N:16]=4)[CH:11]=[CH:10][C:9]=3[CH2:8]2)[CH:2]=[CH:3][CH:4]=[CH:5][CH:6]=1. The yield is 0.0400. (5) The reactants are [CH3:1][C:2]1[O:6][N:5]=[C:4]([C:7]2[CH:12]=[CH:11][N:10]=[CH:9][CH:8]=2)[C:3]=1[CH2:13][O:14][C:15]1[CH:23]=[CH:22][C:18]([C:19]([OH:21])=O)=[CH:17][N:16]=1.[NH:24]1[CH2:29][CH2:28][S:27](=[O:31])(=[O:30])[CH2:26][CH2:25]1. No catalyst specified. The product is [O:30]=[S:27]1(=[O:31])[CH2:28][CH2:29][N:24]([C:19]([C:18]2[CH:17]=[N:16][C:15]([O:14][CH2:13][C:3]3[C:4]([C:7]4[CH:8]=[CH:9][N:10]=[CH:11][CH:12]=4)=[N:5][O:6][C:2]=3[CH3:1])=[CH:23][CH:22]=2)=[O:21])[CH2:25][CH2:26]1. The yield is 0.580.